This data is from NCI-60 drug combinations with 297,098 pairs across 59 cell lines. The task is: Regression. Given two drug SMILES strings and cell line genomic features, predict the synergy score measuring deviation from expected non-interaction effect. Drug 1: C1=CC=C(C(=C1)C(C2=CC=C(C=C2)Cl)C(Cl)Cl)Cl. Drug 2: C1CNP(=O)(OC1)N(CCCl)CCCl. Cell line: KM12. Synergy scores: CSS=3.53, Synergy_ZIP=-0.517, Synergy_Bliss=1.28, Synergy_Loewe=0.270, Synergy_HSA=0.620.